Predict the product of the given reaction. From a dataset of Forward reaction prediction with 1.9M reactions from USPTO patents (1976-2016). (1) Given the reactants C(S)CCS.N([CH2:9][CH2:10][O:11][CH2:12][CH2:13][NH:14][C:15]1[N:16]=[N+:17]([O-:25])[C:18]2[CH:24]=[CH:23][CH:22]=[CH:21][C:19]=2[N:20]=1)=[N+]=[N-].CC[N:28]([CH2:31]C)CC.[C:44]([O:43]C(OC([O:43][C:44]([CH3:47])([CH3:46])[CH3:45])=O)=O)([CH3:47])([CH3:46])[CH3:45].C[OH:49], predict the reaction product. The product is: [C:44]([O:43][NH:28][C:31]([CH2:9][CH2:10][O:11][CH2:12][CH2:13][NH:14][C:15]1[N:16]=[N+:17]([O-:25])[C:18]2[CH:24]=[CH:23][CH:22]=[CH:21][C:19]=2[N:20]=1)=[O:49])([CH3:45])([CH3:46])[CH3:47]. (2) Given the reactants F[C:2]1[CH:10]=[CH:9][C:8]([N+:11]([O-:13])=[O:12])=[CH:7][C:3]=1[C:4]([OH:6])=O.CN(C(ON1N=NC2C=CC=CC1=2)=[N+](C)C)C.[B-](F)(F)(F)F.C(N(C(C)C)C(C)C)C.[CH:45]1[CH:50]=[CH:49][C:48]([CH2:51][NH:52][NH2:53])=[CH:47][CH:46]=1.Cl.Cl.Cl, predict the reaction product. The product is: [CH2:51]([N:52]1[C:2]2[C:3](=[CH:7][C:8]([N+:11]([O-:13])=[O:12])=[CH:9][CH:10]=2)[C:4](=[O:6])[NH:53]1)[C:48]1[CH:49]=[CH:50][CH:45]=[CH:46][CH:47]=1. (3) Given the reactants Cl[C:2]1[N:7]=[C:6]([N:8]2[CH2:12][CH2:11][CH2:10][CH:9]2[C:13]2[O:17][N:16]=[C:15]([C:18]3[CH:23]=[CH:22][CH:21]=[CH:20][N:19]=3)[CH:14]=2)[N:5]=[C:4]([NH:24][C:25]2[CH:29]=[C:28]([CH3:30])[NH:27][N:26]=2)[CH:3]=1.[C:31]([O:35][C:36]([N:38]1[CH2:43][CH2:42][NH:41][CH2:40][CH2:39]1)=[O:37])([CH3:34])([CH3:33])[CH3:32], predict the reaction product. The product is: [C:31]([O:35][C:36]([N:38]1[CH2:43][CH2:42][N:41]([C:2]2[N:7]=[C:6]([N:8]3[CH2:12][CH2:11][CH2:10][CH:9]3[C:13]3[O:17][N:16]=[C:15]([C:18]4[CH:23]=[CH:22][CH:21]=[CH:20][N:19]=4)[CH:14]=3)[N:5]=[C:4]([NH:24][C:25]3[CH:29]=[C:28]([CH3:30])[NH:27][N:26]=3)[CH:3]=2)[CH2:40][CH2:39]1)=[O:37])([CH3:34])([CH3:32])[CH3:33]. (4) Given the reactants C(=O)([O-])[O-].[Cs+].[Cs+].[F:7][C:8]([F:22])([F:21])[C:9]1[S:10][CH:11]=[C:12]([C:14]2[CH:19]=[CH:18][CH:17]=[CH:16][C:15]=2[OH:20])[N:13]=1.[Br:23][CH2:24][CH2:25]Br, predict the reaction product. The product is: [Br:23][CH2:24][CH2:25][O:20][C:15]1[CH:16]=[CH:17][CH:18]=[CH:19][C:14]=1[C:12]1[N:13]=[C:9]([C:8]([F:7])([F:21])[F:22])[S:10][CH:11]=1. (5) The product is: [F:17][C:3]1[CH:4]=[C:5]([C:8]2[N:13]=[CH:12][C:11]([CH2:14][CH2:15][CH3:16])=[CH:10][N:9]=2)[CH:6]=[N:7][C:2]=1[C:26]1[CH:27]=[CH:28][C:29]([O:32][C:33]([F:34])([F:35])[F:36])=[CH:30][CH:31]=1. Given the reactants Cl[C:2]1[N:7]=[CH:6][C:5]([C:8]2[N:13]=[CH:12][C:11]([CH2:14][CH2:15][CH3:16])=[CH:10][N:9]=2)=[CH:4][C:3]=1[F:17].CC1(C)C(C)(C)OB([C:26]2[CH:31]=[CH:30][C:29]([O:32][C:33]([F:36])([F:35])[F:34])=[CH:28][CH:27]=2)O1.[F-].[Cs+].O, predict the reaction product. (6) Given the reactants [CH3:1][C:2]1[CH:7]=[C:6]([CH3:8])[CH:5]=[C:4]([N+:9]([O-:11])=[O:10])[C:3]=1[N:12]([CH2:16][CH2:17][CH3:18])C(=O)C.OS(O)(=O)=O, predict the reaction product. The product is: [CH3:1][C:2]1[CH:7]=[C:6]([CH3:8])[CH:5]=[C:4]([N+:9]([O-:11])=[O:10])[C:3]=1[NH:12][CH2:16][CH2:17][CH3:18]. (7) Given the reactants [C:1]([S:20][CH2:21][CH2:22][N:23]1[C:27]2[CH:28]=[CH:29][CH:30]=[CH:31][C:26]=2[N:25]=[C:24]1[C:32]([O:34]CC)=[O:33])([C:14]1[CH:19]=[CH:18][CH:17]=[CH:16][CH:15]=1)([C:8]1[CH:13]=[CH:12][CH:11]=[CH:10][CH:9]=1)[C:2]1[CH:7]=[CH:6][CH:5]=[CH:4][CH:3]=1.CO.[Li+:39].[OH-], predict the reaction product. The product is: [C:1]([S:20][CH2:21][CH2:22][N:23]1[C:27]2[CH:28]=[CH:29][CH:30]=[CH:31][C:26]=2[N:25]=[C:24]1[C:32]([O-:34])=[O:33])([C:8]1[CH:13]=[CH:12][CH:11]=[CH:10][CH:9]=1)([C:2]1[CH:3]=[CH:4][CH:5]=[CH:6][CH:7]=1)[C:14]1[CH:15]=[CH:16][CH:17]=[CH:18][CH:19]=1.[Li+:39]. (8) The product is: [Br:25][C:21]1[CH:20]=[C:19]2[C:24](=[CH:23][CH:22]=1)[C@@H:16]([N:11]1[C:9]3=[N:10][C:5]([CH2:3][OH:2])=[CH:6][C:7]([CH3:26])=[C:8]3[N:13]=[C:12]1[CH2:14][CH3:15])[CH2:17][CH2:18]2. Given the reactants C[O:2][C:3]([C:5]1[N:10]=[C:9]2[N:11]([CH:16]3[C:24]4[C:19](=[CH:20][C:21]([Br:25])=[CH:22][CH:23]=4)[CH2:18][CH2:17]3)[C:12]([CH2:14][CH3:15])=[N:13][C:8]2=[C:7]([CH3:26])[CH:6]=1)=O.[H-].[Al+3].[Li+].[H-].[H-].[H-].CCOC(C)=O.[NH4+].[Cl-], predict the reaction product. (9) Given the reactants [Br:1][C:2]1[CH:3]=[C:4]([CH:27]=[CH:28][C:29]=1[O:30]C)[CH2:5][C@H:6]1[C@H:11]([OH:12])[C@@H:10]([NH:13][C@H:14]([C:16]2[CH:21]=[CH:20][CH:19]=[C:18]([CH:22]([CH3:24])[CH3:23])[CH:17]=2)[CH3:15])[CH2:9][S:8](=[O:26])(=[O:25])[CH2:7]1.B(Br)(Br)Br, predict the reaction product. The product is: [Br:1][C:2]1[CH:3]=[C:4]([CH:27]=[CH:28][C:29]=1[OH:30])[CH2:5][C@H:6]1[C@H:11]([OH:12])[C@@H:10]([NH:13][C@H:14]([C:16]2[CH:21]=[CH:20][CH:19]=[C:18]([CH:22]([CH3:24])[CH3:23])[CH:17]=2)[CH3:15])[CH2:9][S:8](=[O:25])(=[O:26])[CH2:7]1.